Dataset: Full USPTO retrosynthesis dataset with 1.9M reactions from patents (1976-2016). Task: Predict the reactants needed to synthesize the given product. (1) Given the product [CH3:1][S:2]([C:3]1[CH:4]=[CH:5][C:6]([C:7]([N:9]2[CH2:14][CH2:13][CH:12]([NH:15][S:16]([C:19]3[CH:24]=[C:23]([S:25]([C:28]4[CH:33]=[CH:32][CH:31]=[CH:30][CH:29]=4)(=[O:27])=[O:26])[CH:22]=[CH:21][C:20]=3[C:34]([F:36])([F:37])[F:35])(=[O:17])=[O:18])[CH2:11][CH2:10]2)=[O:8])=[CH:38][CH:39]=1)=[O:48], predict the reactants needed to synthesize it. The reactants are: [CH3:1][S:2][C:3]1[CH:39]=[CH:38][C:6]([C:7]([N:9]2[CH2:14][CH2:13][CH:12]([NH:15][S:16]([C:19]3[CH:24]=[C:23]([S:25]([C:28]4[CH:33]=[CH:32][CH:31]=[CH:30][CH:29]=4)(=[O:27])=[O:26])[CH:22]=[CH:21][C:20]=3[C:34]([F:37])([F:36])[F:35])(=[O:18])=[O:17])[CH2:11][CH2:10]2)=[O:8])=[CH:5][CH:4]=1.C1C=C(Cl)C=C(C(OO)=[O:48])C=1. (2) Given the product [N:27]1[CH:28]=[CH:29][CH:30]=[CH:31][C:26]=1[C:2]1[CH:3]=[N:4][C:5]([N:8]2[CH2:13][CH2:12][N:11]([C:14]([O:16][C:17]([CH3:20])([CH3:19])[CH3:18])=[O:15])[CH2:10][CH2:9]2)=[N:6][CH:7]=1, predict the reactants needed to synthesize it. The reactants are: Br[C:2]1[CH:3]=[N:4][C:5]([N:8]2[CH2:13][CH2:12][N:11]([C:14]([O:16][C:17]([CH3:20])([CH3:19])[CH3:18])=[O:15])[CH2:10][CH2:9]2)=[N:6][CH:7]=1.C([Sn](CCCC)(CCCC)[C:26]1[CH:31]=[CH:30][CH:29]=[CH:28][N:27]=1)CCC.C(=O)([O-])[O-].[K+].[K+]. (3) Given the product [Cl:31][C:24]1[CH:23]=[C:22](/[CH:21]=[C:17]2/[C:18](=[O:20])[N:19]3[CH:12]=[C:11]([C:7]4[CH:8]=[CH:9][CH:10]=[C:5]([O:4][CH2:1][CH2:2][CH3:3])[CH:6]=4)[N:14]=[C:15]3[S:16]/2)[CH:27]=[C:26]([O:28][CH3:29])[C:25]=1[OH:30], predict the reactants needed to synthesize it. The reactants are: [CH2:1]([O:4][C:5]1[CH:6]=[C:7]([C:11](=O)[CH3:12])[CH:8]=[CH:9][CH:10]=1)[CH2:2][CH3:3].[NH2:14][C:15]1[S:16]/[C:17](=[CH:21]\[C:22]2[CH:27]=[C:26]([O:28][CH3:29])[C:25]([OH:30])=[C:24]([Cl:31])[CH:23]=2)/[C:18](=[O:20])[N:19]=1. (4) Given the product [F:1][C:2]1[CH:3]=[C:4]([CH:7]=[CH:8][C:9]=1[CH2:10][OH:11])[C:5]#[N:6], predict the reactants needed to synthesize it. The reactants are: [F:1][C:2]1[CH:3]=[C:4]([CH:7]=[CH:8][C:9]=1[CH:10]=[O:11])[C:5]#[N:6].[BH4-].[Na+].